This data is from Retrosynthesis with 50K atom-mapped reactions and 10 reaction types from USPTO. The task is: Predict the reactants needed to synthesize the given product. (1) Given the product O=C(OCc1ccccc1)c1cn(C2CC2)c2cc(N3CCN(CCCOc4cccc5c4B(O)OC5C[N+](=O)[O-])CC3)c(F)cc2c1=O, predict the reactants needed to synthesize it. The reactants are: O=C(OCc1ccccc1)c1cn(C2CC2)c2cc(N3CCNCC3)c(F)cc2c1=O.O=[N+]([O-])CC1OB(O)c2c(OCCCBr)cccc21. (2) Given the product Cc1c(=O)n(C)c(Nc2ccc(I)cc2F)c2c(=O)[nH]c(=O)n(-c3cccc(CCC(N)=O)c3)c12, predict the reactants needed to synthesize it. The reactants are: COc1ccc(Cn2c(=O)c3c(Nc4ccc(I)cc4F)n(C)c(=O)c(C)c3n(-c3cccc(CCC(N)=O)c3)c2=O)cc1. (3) Given the product CC(C)OC(=O)c1ccccc1S, predict the reactants needed to synthesize it. The reactants are: CC(C)O.O=C(O)c1ccccc1S. (4) Given the product COc1ccc(Cn2c(=O)ccn([C@@H]3OC([C@H](O)[C@H](NCCCNC(=O)[C@@H](N)Cc4ccccc4)C(=O)OC(C)(C)C)[C@@H](O[Si](C)(C)C(C)(C)C)[C@H]3O[Si](C)(C)C(C)(C)C)c2=O)cc1, predict the reactants needed to synthesize it. The reactants are: COc1ccc(Cn2c(=O)ccn([C@@H]3OC([C@H](O)[C@H](NCCCNC(=O)[C@H](Cc4ccccc4)NC(=O)OCc4ccccc4)C(=O)OC(C)(C)C)[C@@H](O[Si](C)(C)C(C)(C)C)[C@H]3O[Si](C)(C)C(C)(C)C)c2=O)cc1. (5) Given the product Nc1ccc(Cl)c2cnccc12, predict the reactants needed to synthesize it. The reactants are: O=[N+]([O-])c1ccc(Cl)c2cnccc12. (6) Given the product CNC(=O)c1c2cc(C3CC3)c(NS(C)(=O)=O)cc2nn1-c1ccc(Oc2ccc(F)cc2)cc1, predict the reactants needed to synthesize it. The reactants are: CNC(=O)c1c2cc(C3CC3)c(NS(C)(=O)=O)cc2nn1-c1ccc(Br)cc1.Oc1ccc(F)cc1. (7) Given the product C#Cc1cnc2ccc(-c3cnc(OC)c(NS(=O)(=O)c4ccc(F)cc4)c3)nn12, predict the reactants needed to synthesize it. The reactants are: COc1ncc(-c2ccc3ncc(C#C[Si](C)(C)C)n3n2)cc1NS(=O)(=O)c1ccc(F)cc1.